The task is: Predict which catalyst facilitates the given reaction.. This data is from Catalyst prediction with 721,799 reactions and 888 catalyst types from USPTO. (1) Reactant: Cl[C:2]1[C:11]2[CH:10]=[N:9][C:8]([S:12][CH3:13])=[N:7][C:6]=2[CH:5]=[CH:4][N:3]=1.[CH3:14]B1OB(C)OB(C)O1.C1COCC1.C1(P(C2CCCCC2)C2C=CC=CC=2C2C(OC)=CC=CC=2OC)CCCCC1.[F-].[Cs+]. Product: [CH3:14][C:2]1[C:11]2[CH:10]=[N:9][C:8]([S:12][CH3:13])=[N:7][C:6]=2[CH:5]=[CH:4][N:3]=1. The catalyst class is: 12. (2) Reactant: [CH3:1][C:2]1[NH:3][N:4]=[C:5]2[C:14]3[CH:13]=[C:12]4[CH2:15][CH2:16][CH2:17][CH2:18][C:11]4=[CH:10][C:9]=3[NH:8][C:7](=[O:19])[C:6]=12.C(=O)([O-])[O-].[K+].[K+].[CH2:26](Br)[C:27]1[CH:32]=[CH:31][CH:30]=[CH:29][CH:28]=1. Product: [CH2:26]([N:3]1[C:2]([CH3:1])=[C:6]2[C:7](=[O:19])[NH:8][C:9]3[CH:10]=[C:11]4[CH2:18][CH2:17][CH2:16][CH2:15][C:12]4=[CH:13][C:14]=3[C:5]2=[N:4]1)[C:27]1[CH:32]=[CH:31][CH:30]=[CH:29][CH:28]=1. The catalyst class is: 3. (3) Reactant: [NH2:1][C:2]([CH3:7])([CH3:6])[CH2:3][CH2:4][OH:5].[C:8](O[C:8]([O:10][C:11]([CH3:14])([CH3:13])[CH3:12])=[O:9])([O:10][C:11]([CH3:14])([CH3:13])[CH3:12])=[O:9]. Product: [OH:5][CH2:4][CH2:3][C:2]([NH:1][C:8](=[O:9])[O:10][C:11]([CH3:14])([CH3:13])[CH3:12])([CH3:7])[CH3:6]. The catalyst class is: 25. (4) Reactant: CC(C)([O-])C.[K+].S([CH2:17][N+:18]#[C-])(C1C=CC(C)=CC=1)(=O)=O.[Cl:20][C:21]1[CH:22]=[C:23]([CH:26]=[CH:27][C:28]=1[O:29][CH3:30])[CH:24]=O.CO. Product: [Cl:20][C:21]1[CH:22]=[C:23]([CH2:24][C:17]#[N:18])[CH:26]=[CH:27][C:28]=1[O:29][CH3:30]. The catalyst class is: 1. (5) Reactant: C(O)(C(F)(F)F)=O.C(OC(=O)[NH:14][CH2:15][CH2:16][C:17]1[O:18][C:19]([CH3:22])=[N:20][N:21]=1)(C)(C)C. Product: [CH3:22][C:19]1[O:18][C:17]([CH2:16][CH2:15][NH2:14])=[N:21][N:20]=1. The catalyst class is: 2. (6) Reactant: [F:1][CH:2]([C:8]([O:10]CC)=O)[C:3]([O:5]CC)=[O:4].[OH-].[K+].[CH2:15]([NH2:22])[C:16]1[CH:21]=[CH:20][CH:19]=[CH:18][CH:17]=1. Product: [CH2:15]([NH:22][C:8](=[O:10])[CH:2]([F:1])[C:3]([OH:5])=[O:4])[C:16]1[CH:21]=[CH:20][CH:19]=[CH:18][CH:17]=1. The catalyst class is: 5. (7) Reactant: [F:1][C:2]1[C:11]([CH:12]([C:14]2[N:18]3[N:19]=[C:20]([N:23]4[CH2:28][CH2:27][NH:26][CH2:25][CH2:24]4)[CH:21]=[CH:22][C:17]3=[N:16][CH:15]=2)[CH3:13])=[C:10]([F:29])[CH:9]=[C:8]2[C:3]=1[CH:4]=[CH:5][CH:6]=[N:7]2.[C:30](Cl)(=[O:32])[CH3:31]. Product: [F:1][C:2]1[C:11]([CH:12]([C:14]2[N:18]3[N:19]=[C:20]([N:23]4[CH2:28][CH2:27][N:26]([C:30](=[O:32])[CH3:31])[CH2:25][CH2:24]4)[CH:21]=[CH:22][C:17]3=[N:16][CH:15]=2)[CH3:13])=[C:10]([F:29])[CH:9]=[C:8]2[C:3]=1[CH:4]=[CH:5][CH:6]=[N:7]2. The catalyst class is: 17.